From a dataset of Full USPTO retrosynthesis dataset with 1.9M reactions from patents (1976-2016). Predict the reactants needed to synthesize the given product. (1) Given the product [NH2:8][C:9]1[C:18]2[C:13](=[CH:14][CH:15]=[CH:16][CH:17]=2)[C:12]([C:19]([C:21]2[CH:26]=[CH:25][N:24]=[C:23]([NH2:27])[CH:22]=2)=[O:20])=[CH:11][CH:10]=1, predict the reactants needed to synthesize it. The reactants are: C(OC([NH:8][C:9]1[C:18]2[C:13](=[CH:14][CH:15]=[CH:16][CH:17]=2)[C:12]([C:19]([C:21]2[CH:26]=[CH:25][N:24]=[C:23]([NH:27]C(OC(C)(C)C)=O)[CH:22]=2)=[O:20])=[CH:11][CH:10]=1)=O)(C)(C)C.C(O)(C(F)(F)F)=O. (2) Given the product [I:3][C:4]1[CH:5]=[C:6]2[C:10](=[CH:11][CH:12]=1)[N:9]([CH2:16][CH2:17][CH2:18][CH2:19][CH2:20][CH2:21][CH3:22])[C:8](=[O:13])[C:7]2=[O:14], predict the reactants needed to synthesize it. The reactants are: [H-].[Na+].[I:3][C:4]1[CH:5]=[C:6]2[C:10](=[CH:11][CH:12]=1)[NH:9][C:8](=[O:13])[C:7]2=[O:14].Br[CH2:16][CH2:17][CH2:18][CH2:19][CH2:20][CH2:21][CH3:22].[Cl-].[NH4+].